This data is from Forward reaction prediction with 1.9M reactions from USPTO patents (1976-2016). The task is: Predict the product of the given reaction. (1) Given the reactants BrC1C=CC=C2C=1C=C(O)N=C2.BrC1C=C2C(C=C(O)N=C2)=CC=1.[Br:25][C:26]1[CH:40]=[CH:39][C:29]([CH2:30][NH:31][C:32](=[O:38])[CH:33](OC)OC)=[CH:28][CH:27]=1, predict the reaction product. The product is: [Br:25][C:26]1[CH:40]=[C:39]2[C:29](=[CH:28][CH:27]=1)[CH:30]=[N:31][C:32]([OH:38])=[CH:33]2. (2) The product is: [C:1]([O:5][C:6]1[CH:24]=[CH:23][C:22]([C:25]([F:26])([F:27])[F:28])=[CH:21][C:7]=1[CH2:8][NH:9][C:10]([C:12]1([CH:18]([OH:20])[CH3:19])[CH2:16][CH2:15][CH:14]([OH:17])[CH2:13]1)=[O:11])([CH3:2])([CH3:3])[CH3:4]. Given the reactants [C:1]([O:5][C:6]1[CH:24]=[CH:23][C:22]([C:25]([F:28])([F:27])[F:26])=[CH:21][C:7]=1[CH2:8][NH:9][C:10]([C:12]1([CH:18]([OH:20])[CH3:19])[CH2:16][CH2:15][C:14](=[O:17])[CH2:13]1)=[O:11])([CH3:4])([CH3:3])[CH3:2].[BH4-].[Na+], predict the reaction product. (3) Given the reactants [CH3:1]C(C)([O-])C.[K+].[I-].C[S+](C)(C)=O.[C:13]([O:17][C:18](=[O:47])[N:19]([C:28]1[S:29][C:30]([S:43]([CH3:46])(=[O:45])=[O:44])=[CH:31][C@:32]([C:35]2[CH:40]=[CH:39][CH:38]=[C:37]([F:41])[C:36]=2[F:42])([CH3:34])[N:33]=1)[CH2:20][O:21][CH2:22][CH2:23][Si:24]([CH3:27])([CH3:26])[CH3:25])([CH3:16])([CH3:15])[CH3:14], predict the reaction product. The product is: [C:13]([O:17][C:18](=[O:47])[N:19]([C:28]1[S:29][C@:30]2([S:43]([CH3:46])(=[O:44])=[O:45])[C@H:31]([C@:32]([C:35]3[CH:40]=[CH:39][CH:38]=[C:37]([F:41])[C:36]=3[F:42])([CH3:34])[N:33]=1)[CH2:1]2)[CH2:20][O:21][CH2:22][CH2:23][Si:24]([CH3:27])([CH3:26])[CH3:25])([CH3:16])([CH3:14])[CH3:15]. (4) Given the reactants [C:1]([C@@H:3]([NH:12][C:13]([C:15]1([NH:21][C:22](=[O:28])[O:23][C:24]([CH3:27])([CH3:26])[CH3:25])[CH2:20][CH2:19][O:18][CH2:17][CH2:16]1)=[O:14])[CH2:4][C:5]1[CH:10]=[CH:9][C:8](I)=[CH:7][CH:6]=1)#[N:2].[CH3:29][O:30][C:31]1[CH:36]=[CH:35][C:34](B(O)O)=[CH:33][CH:32]=1.C([O-])(=O)C.[K+], predict the reaction product. The product is: [C:1]([C@@H:3]([NH:12][C:13]([C:15]1([NH:21][C:22](=[O:28])[O:23][C:24]([CH3:27])([CH3:26])[CH3:25])[CH2:20][CH2:19][O:18][CH2:17][CH2:16]1)=[O:14])[CH2:4][C:5]1[CH:10]=[CH:9][C:8]([C:34]2[CH:35]=[CH:36][C:31]([O:30][CH3:29])=[CH:32][CH:33]=2)=[CH:7][CH:6]=1)#[N:2].